From a dataset of Full USPTO retrosynthesis dataset with 1.9M reactions from patents (1976-2016). Predict the reactants needed to synthesize the given product. (1) The reactants are: Cl[C:2]1[C:3]2[C:10]([C:11]([F:14])([F:13])[F:12])=[CH:9][NH:8][C:4]=2[N:5]=[CH:6][N:7]=1.[CH3:15][O:16][C:17]1[CH:25]=[C:24]2[C:20]([CH:21]=[N:22][NH:23]2)=[CH:19][C:18]=1[NH2:26]. Given the product [CH3:15][O:16][C:17]1[CH:25]=[C:24]2[C:20]([CH:21]=[N:22][NH:23]2)=[CH:19][C:18]=1[NH:26][C:2]1[C:3]2[C:10]([C:11]([F:14])([F:13])[F:12])=[CH:9][NH:8][C:4]=2[N:5]=[CH:6][N:7]=1, predict the reactants needed to synthesize it. (2) Given the product [NH2:51][C:47]1([C:44]2[CH:45]=[CH:46][C:41]([C:39]3[O:40][C:34]4[N:33]=[C:32]([NH:65][CH2:66][CH2:67][OH:68])[N:31]([CH2:29][CH3:30])[C:36](=[O:37])[C:35]=4[C:38]=3[C:59]3[CH:60]=[CH:61][CH:62]=[CH:63][CH:64]=3)=[CH:42][CH:43]=2)[CH2:48][CH2:49][CH2:50]1, predict the reactants needed to synthesize it. The reactants are: NC1(C2C=CC(C3OC4C(=O)N(C)C=CC=4C=3C3C=CC=CC=3)=CC=2)CCC1.[CH2:29]([N:31]1[C:36](=[O:37])[C:35]2[C:38]([C:59]3[CH:64]=[CH:63][CH:62]=[CH:61][CH:60]=3)=[C:39]([C:41]3[CH:46]=[CH:45][C:44]([C:47]4([NH:51]C(=O)OC(C)(C)C)[CH2:50][CH2:49][CH2:48]4)=[CH:43][CH:42]=3)[O:40][C:34]=2[N:33]=[C:32]1[NH:65][CH2:66][CH2:67][OH:68])[CH3:30]. (3) Given the product [C:9]([NH:8][C:6]1[CH:7]=[C:2]([NH:1][C:29]([C:27]2[N:28]=[C:24]([C:18]3[CH:19]=[CH:20][CH:21]=[CH:22][CH:23]=3)[S:25][CH:26]=2)=[O:30])[CH:3]=[CH:4][C:5]=1[Cl:17])(=[O:16])[C:10]1[CH:15]=[CH:14][CH:13]=[CH:12][CH:11]=1, predict the reactants needed to synthesize it. The reactants are: [NH2:1][C:2]1[CH:3]=[CH:4][C:5]([Cl:17])=[C:6]([NH:8][C:9](=[O:16])[C:10]2[CH:15]=[CH:14][CH:13]=[CH:12][CH:11]=2)[CH:7]=1.[C:18]1([C:24]2[S:25][CH:26]=[C:27]([C:29](O)=[O:30])[N:28]=2)[CH:23]=[CH:22][CH:21]=[CH:20][CH:19]=1. (4) Given the product [OH:4][CH2:3][C@:2]([NH:1][C:46](=[O:47])[O:45][C:41]([CH3:44])([CH3:43])[CH3:42])([C:6]1[CH:15]=[CH:14][C:13]2[C:8](=[CH:9][CH:10]=[C:11]([O:20][CH:21]3[CH2:26][CH2:25][C:24]4([CH2:31][CH2:30][CH2:29][CH2:28][CH2:27]4)[CH2:23][CH2:22]3)[C:12]=2[C:16]([F:18])([F:19])[F:17])[CH:7]=1)[CH3:5], predict the reactants needed to synthesize it. The reactants are: [NH2:1][C@@:2]([C:6]1[CH:15]=[CH:14][C:13]2[C:8](=[CH:9][CH:10]=[C:11]([O:20][CH:21]3[CH2:26][CH2:25][C:24]4([CH2:31][CH2:30][CH2:29][CH2:28][CH2:27]4)[CH2:23][CH2:22]3)[C:12]=2[C:16]([F:19])([F:18])[F:17])[CH:7]=1)([CH3:5])[CH2:3][OH:4].C(Cl)(Cl)Cl.C(=O)(O)[O-].[Na+].[C:41]([O:45][C:46](O[C:46]([O:45][C:41]([CH3:44])([CH3:43])[CH3:42])=[O:47])=[O:47])([CH3:44])([CH3:43])[CH3:42]. (5) The reactants are: [F:1][C:2]1[CH:7]=[CH:6][C:5]([F:8])=[CH:4][C:3]=1[C@H:9]1[CH2:13][CH2:12][CH2:11][N:10]1[C:14]1[CH:19]=[CH:18][N:17]2[N:20]=[CH:21][C:22]([NH:23][C:24]([N:26]3[CH2:30][CH2:29][C@H:28]([OH:31])[CH2:27]3)=[O:25])=[C:16]2[N:15]=1.[S:32](=[O:36])(=[O:35])([OH:34])[OH:33]. Given the product [S:32]([OH:36])([OH:35])(=[O:34])=[O:33].[F:1][C:2]1[CH:7]=[CH:6][C:5]([F:8])=[CH:4][C:3]=1[C@H:9]1[CH2:13][CH2:12][CH2:11][N:10]1[C:14]1[CH:19]=[CH:18][N:17]2[N:20]=[CH:21][C:22]([NH:23][C:24]([N:26]3[CH2:30][CH2:29][C@H:28]([OH:31])[CH2:27]3)=[O:25])=[C:16]2[N:15]=1, predict the reactants needed to synthesize it. (6) Given the product [CH2:14]([NH:16][C:17]1[C:18]([C:5]#[N:6])=[N:19][CH:20]=[CH:21][C:22]=1[N+:23]([O-:25])=[O:24])[CH3:15], predict the reactants needed to synthesize it. The reactants are: [Si]([C:5]#[N:6])(C)(C)C.CN(C)NC(Cl)=O.[CH2:14]([NH:16][C:17]1[CH:18]=[N+:19]([O-])[CH:20]=[CH:21][C:22]=1[N+:23]([O-:25])=[O:24])[CH3:15]. (7) Given the product [CH2:1]([O:3][C:4]([C:6]1[C:15](=[O:16])[C:14]2[C:9](=[C:10]([O:33][CH:34]([F:35])[F:36])[C:11]([C:17]3[CH:18]=[C:19]4[CH2:24][N:23]([CH3:25])[CH2:22][CH2:21][N:20]4[CH:32]=3)=[CH:12][CH:13]=2)[N:8]([CH:37]2[CH2:38][CH2:39]2)[CH:7]=1)=[O:5])[CH3:2], predict the reactants needed to synthesize it. The reactants are: [CH2:1]([O:3][C:4]([C:6]1[C:15](=[O:16])[C:14]2[C:9](=[C:10]([O:33][CH:34]([F:36])[F:35])[C:11]([C:17]3[CH:18]=[C:19]4[CH2:24][N:23]([CH2:25]C5C=CC=CC=5)[CH2:22][CH2:21][N:20]4[CH:32]=3)=[CH:12][CH:13]=2)[N:8]([CH:37]2[CH2:39][CH2:38]2)[CH:7]=1)=[O:5])[CH3:2].C(O)=O. (8) Given the product [CH3:1][O:2][C:3]([C:5]1[CH:6]=[CH:7][CH:8]=[C:9]2[C:14]=1[NH:13][CH:12]([C:15]1[CH:20]=[CH:19][CH:18]=[C:17]([N:83]3[CH2:84][CH2:85][N:80]([C:75]4[CH:76]=[CH:77][CH:78]=[CH:79][C:74]=4[CH3:86])[CH2:81][CH2:82]3)[CH:16]=1)[C:11]([CH3:23])([CH3:22])[CH2:10]2)=[O:4], predict the reactants needed to synthesize it. The reactants are: [CH3:1][O:2][C:3]([C:5]1[CH:6]=[C:7](Cl)[CH:8]=[C:9]2[C:14]=1[NH:13][CH:12]([C:15]1[CH:20]=[CH:19][CH:18]=[C:17](Br)[CH:16]=1)[C:11]([CH3:23])([CH3:22])[CH2:10]2)=[O:4].C(=O)([O-])[O-].[Cs+].[Cs+].CC1(C)C2C(=C(P(C3C=CC=CC=3)C3C=CC=CC=3)C=CC=2)OC2C(P(C3C=CC=CC=3)C3C=CC=CC=3)=CC=CC1=2.Cl.[C:74]1([CH3:86])[CH:79]=[CH:78][CH:77]=[CH:76][C:75]=1[N:80]1[CH2:85][CH2:84][NH:83][CH2:82][CH2:81]1.